Task: Predict the reactants needed to synthesize the given product.. Dataset: Full USPTO retrosynthesis dataset with 1.9M reactions from patents (1976-2016) (1) Given the product [CH2:1]([O:3][C:4]([C:6]1[CH:7]=[N:8][N:9]2[CH:12]([CH3:21])[CH:13]([C:14]3[CH:19]=[CH:18][CH:17]=[CH:16][CH:15]=3)[NH:11][C:10]=12)=[O:5])[CH3:2], predict the reactants needed to synthesize it. The reactants are: [CH2:1]([O:3][C:4]([C:6]1[CH:7]=[N:8][N:9]([CH:12]([CH3:21])[CH:13](O)[C:14]2[CH:19]=[CH:18][CH:17]=[CH:16][CH:15]=2)[C:10]=1[NH2:11])=[O:5])[CH3:2].O=S(Cl)Cl.CCN(CC)CC. (2) Given the product [CH:1]1([C:4]2[N:8]([CH:9]3[CH2:10][CH:11]([CH2:13][CH:14]([CH3:16])[CH3:15])[CH2:12]3)[N:7]=[N:6][C:5]=2[CH:17]([CH2:26][CH:27]=[O:28])[CH2:18][C:19]([O:21][C:22]([CH3:24])([CH3:23])[CH3:25])=[O:20])[CH2:2][CH2:3]1, predict the reactants needed to synthesize it. The reactants are: [CH:1]1([C:4]2[N:8]([CH:9]3[CH2:12][CH:11]([CH2:13][CH:14]([CH3:16])[CH3:15])[CH2:10]3)[N:7]=[N:6][C:5]=2[CH:17]([CH2:26][CH2:27][OH:28])[CH2:18][C:19]([O:21][C:22]([CH3:25])([CH3:24])[CH3:23])=[O:20])[CH2:3][CH2:2]1.C(Cl)(Cl)Cl.CC(OI1(OC(C)=O)(OC(C)=O)OC(=O)C2C=CC=CC1=2)=O.C(=O)(O)[O-].[Na+]. (3) Given the product [ClH:1].[ClH:1].[CH:41]1([N:36]2[C:37]3[C:32](=[CH:31][C:30]([F:48])=[C:29]([N:25]4[CH2:26][CH2:27][CH2:28][C:23](=[C:21]([F:22])[CH2:20][NH:19][C:17](=[O:18])[C@@H:16]([NH2:15])[CH2:49][CH2:50][CH2:51][CH2:52][NH2:53])[CH2:24]4)[C:38]=3[O:39][CH3:40])[C:33](=[O:47])[C:34]([C:44]([OH:46])=[O:45])=[CH:35]2)[CH2:43][CH2:42]1, predict the reactants needed to synthesize it. The reactants are: [ClH:1].O1CCOCC1.C(OC([NH:15][C@@H:16]([CH2:49][CH2:50][CH2:51][CH2:52][NH:53]C(OC(C)(C)C)=O)[C:17]([NH:19][CH2:20][C:21](=[C:23]1[CH2:28][CH2:27][CH2:26][N:25]([C:29]2[C:38]([O:39][CH3:40])=[C:37]3[C:32]([C:33](=[O:47])[C:34]([C:44]([OH:46])=[O:45])=[CH:35][N:36]3[CH:41]3[CH2:43][CH2:42]3)=[CH:31][C:30]=2[F:48])[CH2:24]1)[F:22])=[O:18])=O)(C)(C)C.